This data is from Peptide-MHC class I binding affinity with 185,985 pairs from IEDB/IMGT. The task is: Regression. Given a peptide amino acid sequence and an MHC pseudo amino acid sequence, predict their binding affinity value. This is MHC class I binding data. The peptide sequence is RLYDYFTRV. The MHC is HLA-A02:06 with pseudo-sequence HLA-A02:06. The binding affinity (normalized) is 0.898.